From a dataset of Catalyst prediction with 721,799 reactions and 888 catalyst types from USPTO. Predict which catalyst facilitates the given reaction. (1) Reactant: [CH3:1][N:2]1[CH2:7][CH2:6][CH:5]([CH2:8][OH:9])[CH2:4][CH2:3]1.CC(C)([O-])C.[K+].F[C:17]1[CH:22]=[CH:21][C:20]([N+:23]([O-:25])=[O:24])=[CH:19][CH:18]=1. Product: [CH3:1][N:2]1[CH2:7][CH2:6][CH:5]([CH2:8][O:9][C:17]2[CH:22]=[CH:21][C:20]([N+:23]([O-:25])=[O:24])=[CH:19][CH:18]=2)[CH2:4][CH2:3]1. The catalyst class is: 1. (2) Reactant: CC(C)([O-])C.[K+].Cl[CH2:8][CH2:9][NH:10][C:11]([NH:13][CH2:14][C:15]1[CH:20]=[CH:19][C:18]([C:21]2[CH:26]=[C:25]([NH:27][C:28]3[N:33]=[C:32]([C:34]([F:37])([F:36])[F:35])[CH:31]=[CH:30][N:29]=3)[CH:24]=[C:23]([CH3:38])[CH:22]=2)=[CH:17][N:16]=1)=[O:12]. Product: [CH3:38][C:23]1[CH:22]=[C:21]([C:18]2[CH:19]=[CH:20][C:15]([CH2:14][N:13]3[CH2:8][CH2:9][NH:10][C:11]3=[O:12])=[N:16][CH:17]=2)[CH:26]=[C:25]([NH:27][C:28]2[N:33]=[C:32]([C:34]([F:37])([F:36])[F:35])[CH:31]=[CH:30][N:29]=2)[CH:24]=1. The catalyst class is: 1. (3) Reactant: [CH2:1]([O:8][C:9]([NH:11][CH2:12][CH2:13][C:14]1[CH:26]=[CH:25][C:17]([C:18]([O:20][C:21]([CH3:24])([CH3:23])[CH3:22])=[O:19])=[CH:16][CH:15]=1)=[O:10])[C:2]1[CH:7]=[CH:6][CH:5]=[CH:4][CH:3]=1.[H-].[Na+].Br[CH2:30][C:31]([O:33][C:34]([CH3:37])([CH3:36])[CH3:35])=[O:32].[Cl-].[NH4+]. Product: [CH2:1]([O:8][C:9]([N:11]([CH2:30][C:31]([O:33][C:34]([CH3:37])([CH3:36])[CH3:35])=[O:32])[CH2:12][CH2:13][C:14]1[CH:15]=[CH:16][C:17]([C:18]([O:20][C:21]([CH3:23])([CH3:22])[CH3:24])=[O:19])=[CH:25][CH:26]=1)=[O:10])[C:2]1[CH:3]=[CH:4][CH:5]=[CH:6][CH:7]=1. The catalyst class is: 9. (4) The catalyst class is: 2. Product: [Br:1][C:2]1[CH:7]=[CH:6][N:5]=[C:4]([C:8](=[O:10])[CH3:9])[CH:3]=1. Reactant: [Br:1][C:2]1[CH:7]=[CH:6][N:5]=[C:4]([CH:8]([OH:10])[CH3:9])[CH:3]=1.CC(OI1(OC(C)=O)(OC(C)=O)OC(=O)C2C=CC=CC1=2)=O. (5) Reactant: [Cl:1][C:2]1[CH:7]=[CH:6][C:5]([OH:8])=[C:4]([CH:9]([CH2:11]O)[CH3:10])[CH:3]=1.C([SiH](CC)CC)C.B(F)(F)F.CCOCC. Product: [Cl:1][C:2]1[CH:7]=[CH:6][C:5]([OH:8])=[C:4]([CH:9]([CH3:11])[CH3:10])[CH:3]=1. The catalyst class is: 2. (6) Product: [CH3:15][C:16]1[C:24]([S:25]([CH3:28])(=[O:27])=[O:26])=[C:23]([C:29]([F:31])([F:30])[F:32])[CH:22]=[CH:21][C:17]=1[C:18]([NH:12][C:8]1[C:7]([C:6]([F:14])([F:13])[F:5])=[CH:11][O:10][N:9]=1)=[O:19]. Reactant: S(Cl)(Cl)=O.[F:5][C:6]([F:14])([F:13])[C:7]1[C:8]([NH2:12])=[N:9][O:10][CH:11]=1.[CH3:15][C:16]1[C:24]([S:25]([CH3:28])(=[O:27])=[O:26])=[C:23]([C:29]([F:32])([F:31])[F:30])[CH:22]=[CH:21][C:17]=1[C:18](O)=[O:19]. The catalyst class is: 17.